Predict which catalyst facilitates the given reaction. From a dataset of Catalyst prediction with 721,799 reactions and 888 catalyst types from USPTO. (1) Reactant: [C:1]([O:5][C:6](=[O:12])[NH:7][CH2:8][C@@H:9]([OH:11])[CH3:10])([CH3:4])([CH3:3])[CH3:2].[H-].[Na+].[CH3:15]I. Product: [CH3:15][O:11][C@@H:9]([CH3:10])[CH2:8][NH:7][C:6](=[O:12])[O:5][C:1]([CH3:2])([CH3:4])[CH3:3]. The catalyst class is: 7. (2) Reactant: C(O)C.C(OC(=O)[NH:10][C:11]1[CH:16]=[CH:15][CH:14]=[C:13]([CH:17]([S:26]([C:29]2[CH:34]=[CH:33][C:32]([Cl:35])=[CH:31][CH:30]=2)(=[O:28])=[O:27])[C:18]2[CH:23]=[C:22]([F:24])[CH:21]=[CH:20][C:19]=2[F:25])[N:12]=1)(C)(C)C.Cl. Product: [Cl:35][C:32]1[CH:33]=[CH:34][C:29]([S:26]([CH:17]([C:18]2[CH:23]=[C:22]([F:24])[CH:21]=[CH:20][C:19]=2[F:25])[C:13]2[N:12]=[C:11]([NH2:10])[CH:16]=[CH:15][CH:14]=2)(=[O:28])=[O:27])=[CH:30][CH:31]=1. The catalyst class is: 13. (3) Reactant: [OH:1][C:2]1[CH:3]=[C:4]([CH2:12][C:13]([O:15][C:16]([CH3:19])([CH3:18])[CH3:17])=[O:14])[CH:5]=[C:6]([CH3:11])[C:7]=1[N+:8]([O-])=O. Product: [NH2:8][C:7]1[C:6]([CH3:11])=[CH:5][C:4]([CH2:12][C:13]([O:15][C:16]([CH3:18])([CH3:17])[CH3:19])=[O:14])=[CH:3][C:2]=1[OH:1]. The catalyst class is: 29. (4) Product: [NH2:23][C:3]1[C:2]([C:25]2[S:24][CH:28]=[CH:27][CH:26]=2)=[CH:7][N:6]=[C:5]([N:8]2[CH2:13][CH2:12][N:11]([C:14]([O:16][C:17]([CH3:20])([CH3:19])[CH3:18])=[O:15])[CH2:10][CH2:9]2)[N:4]=1. Reactant: Br[C:2]1[C:3]2[N:4](N=N[N:23]=2)[C:5]([N:8]2[CH2:13][CH2:12][N:11]([C:14]([O:16][C:17]([CH3:20])([CH3:19])[CH3:18])=[O:15])[CH2:10][CH2:9]2)=[N:6][CH:7]=1.[S:24]1[CH:28]=[CH:27][CH:26]=[C:25]1B(O)O.CC(C)([O-])C.[K+].O1CCOCC1. The catalyst class is: 103. (5) Reactant: Cl.Cl.Cl.[NH2:4][C@H:5]1[CH2:10][CH2:9][CH2:8][N:7]([C:11]2[CH:12]=[CH:13][C:14]3[N:15]=[CH:16][N:17]=[C:18]([NH2:21])[C:19]=3[N:20]=2)[CH2:6]1.[CH3:22][O:23][CH2:24][CH2:25][C:26](O)=[O:27].CN(C(ON1N=NC2C=CC=NC1=2)=[N+](C)C)C.F[P-](F)(F)(F)(F)F.C(N(CC)CC)C. Product: [NH2:21][C:18]1[C:19]2[N:20]=[C:11]([N:7]3[CH2:8][CH2:9][CH2:10][C@H:5]([NH:4][C:26](=[O:27])[CH2:25][CH2:24][O:23][CH3:22])[CH2:6]3)[CH:12]=[CH:13][C:14]=2[N:15]=[CH:16][N:17]=1. The catalyst class is: 306. (6) Reactant: [OH:1][C:2]1[C:11]([NH:12][C:13](=O)[C:14]2[CH:19]=[CH:18][CH:17]=[C:16]([C:20]3[CH:25]=[CH:24][N:23]=[CH:22][CH:21]=3)[CH:15]=2)=[CH:10][CH:9]=[CH:8][C:3]=1[C:4]([O:6][CH3:7])=[O:5].C(=O)(O)[O-].[Na+]. The catalyst class is: 796. Product: [N:23]1[CH:24]=[CH:25][C:20]([C:16]2[CH:15]=[C:14]([C:13]3[O:1][C:2]4[C:3]([C:4]([O:6][CH3:7])=[O:5])=[CH:8][CH:9]=[CH:10][C:11]=4[N:12]=3)[CH:19]=[CH:18][CH:17]=2)=[CH:21][CH:22]=1. (7) Reactant: [CH:1](OCC)=[O:2].C[O-].[Na+].[CH:9]([CH:12]1[CH2:17][CH2:16][C:15](=[O:18])[CH2:14][CH2:13]1)([CH3:11])[CH3:10]. Product: [CH:9]([CH:12]1[CH2:17][CH:16]([CH:1]=[O:2])[C:15](=[O:18])[CH2:14][CH2:13]1)([CH3:11])[CH3:10]. The catalyst class is: 27.